Dataset: Catalyst prediction with 721,799 reactions and 888 catalyst types from USPTO. Task: Predict which catalyst facilitates the given reaction. (1) Reactant: C[O:2][C:3](=[O:36])[C:4]1[CH:9]=[CH:8][C:7]([NH:10][C:11]([N:13]([CH:29]2[CH2:34][CH2:33][CH2:32][CH2:31][CH2:30]2)[C:14]2[N:15]([C:23]3[CH:28]=[CH:27][CH:26]=[CH:25][CH:24]=3)[N:16]=[C:17]3[C:22]=2[CH:21]=[CH:20][CH:19]=[CH:18]3)=[O:12])=[C:6]([CH3:35])[CH:5]=1.[OH-].[Li+]. Product: [CH:29]1([N:13]([C:14]2[N:15]([C:23]3[CH:28]=[CH:27][CH:26]=[CH:25][CH:24]=3)[N:16]=[C:17]3[C:22]=2[CH:21]=[CH:20][CH:19]=[CH:18]3)[C:11](=[O:12])[NH:10][C:7]2[CH:8]=[CH:9][C:4]([C:3]([OH:36])=[O:2])=[CH:5][C:6]=2[CH3:35])[CH2:30][CH2:31][CH2:32][CH2:33][CH2:34]1. The catalyst class is: 36. (2) Product: [CH3:1][O:2][CH2:3][CH2:4][N:5]1[C:9]([CH3:10])=[C:8]([CH3:11])[S:7]/[C:6]/1=[N:12]\[C:26](=[O:27])[C:21]1[CH:22]=[CH:23][CH:24]=[CH:25][C:20]=1[CH3:29]. Reactant: [CH3:1][O:2][CH2:3][CH2:4][N:5]1[C:9]([CH3:10])=[C:8]([CH3:11])[S:7][C:6]1=[NH:12].CCN(CC)CC.[C:20]1([CH3:29])[C:21]([C:26](Cl)=[O:27])=[CH:22][CH:23]=[CH:24][CH:25]=1. The catalyst class is: 1. (3) The catalyst class is: 209. Reactant: [Cl:1][C:2]1[CH:7]=[CH:6][C:5]([S:8]([N:11]([C:15]2[C:16]([CH:22]([OH:29])[C:23]3[CH:28]=[CH:27][N:26]=[CH:25][CH:24]=3)=[N:17][CH:18]=[C:19]([Cl:21])[CH:20]=2)COC)(=[O:10])=[O:9])=[CH:4][C:3]=1[C:30]([F:33])([F:32])[F:31]. Product: [Cl:1][C:2]1[CH:7]=[CH:6][C:5]([S:8]([NH:11][C:15]2[C:16]([CH:22]([OH:29])[C:23]3[CH:24]=[CH:25][N:26]=[CH:27][CH:28]=3)=[N:17][CH:18]=[C:19]([Cl:21])[CH:20]=2)(=[O:9])=[O:10])=[CH:4][C:3]=1[C:30]([F:33])([F:31])[F:32].